This data is from Reaction yield outcomes from USPTO patents with 853,638 reactions. The task is: Predict the reaction yield, written as a fraction of the theoretical maximum amount of product (1.0 means a 100% yield; for example, 0.34 means a 34% yield). The reactants are [N:1]1[CH:6]=[CH:5][C:4]([C:7]2[C:16]3[C:11](=[CH:12][CH:13]=[C:14]([C:17]4[CH:18]=[C:19]([NH2:23])[CH:20]=[N:21][CH:22]=4)[CH:15]=3)[N:10]=[CH:9][CH:8]=2)=[CH:3][CH:2]=1.[F:24][C:25]1[CH:30]=[C:29]([F:31])[CH:28]=[CH:27][C:26]=1[S:32](Cl)(=[O:34])=[O:33]. The catalyst is N1C=CC=CC=1. The product is [F:24][C:25]1[CH:30]=[C:29]([F:31])[CH:28]=[CH:27][C:26]=1[S:32]([NH:23][C:19]1[CH:20]=[N:21][CH:22]=[C:17]([C:14]2[CH:15]=[C:16]3[C:11](=[CH:12][CH:13]=2)[N:10]=[CH:9][CH:8]=[C:7]3[C:4]2[CH:3]=[CH:2][N:1]=[CH:6][CH:5]=2)[CH:18]=1)(=[O:34])=[O:33]. The yield is 0.480.